Dataset: Reaction yield outcomes from USPTO patents with 853,638 reactions. Task: Predict the reaction yield, written as a fraction of the theoretical maximum amount of product (1.0 means a 100% yield; for example, 0.34 means a 34% yield). The reactants are [OH-].[K+].[CH:3]1([CH:8]([NH:14][C:15]([O:17][CH3:18])=[O:16])[C:9]([O:11]CC)=[O:10])[CH2:7][CH2:6][CH2:5][CH2:4]1. The catalyst is O.C(O)C. The product is [CH:3]1([CH:8]([NH:14][C:15]([O:17][CH3:18])=[O:16])[C:9]([OH:11])=[O:10])[CH2:7][CH2:6][CH2:5][CH2:4]1. The yield is 0.850.